Dataset: Forward reaction prediction with 1.9M reactions from USPTO patents (1976-2016). Task: Predict the product of the given reaction. (1) The product is: [C:1]1([C:7]2[O:8][C:9]3[C:15]([C:16]([NH2:25])=[O:18])=[CH:14][CH:13]=[CH:12][C:10]=3[N:11]=2)[CH:6]=[CH:5][CH:4]=[CH:3][CH:2]=1. Given the reactants [C:1]1([C:7]2[O:8][C:9]3[C:15]([C:16]([OH:18])=O)=[CH:14][CH:13]=[CH:12][C:10]=3[N:11]=2)[CH:6]=[CH:5][CH:4]=[CH:3][CH:2]=1.C1C=CC2N(O)N=[N:25]C=2C=1.[NH4+].[Cl-].CCN(C(C)C)C(C)C.CCN=C=NCCCN(C)C.Cl, predict the reaction product. (2) Given the reactants [CH3:1][N:2]([CH2:10][CH2:11][NH:12][C:13](=[O:41])[NH:14][C:15]1[CH:20]=[CH:19][C:18]([C:21]2[N:22]=[C:23]([N:35]3[CH2:40][CH2:39][O:38][CH2:37][CH2:36]3)[C:24]3[N:29]=[N:28][N:27]([CH2:30][C:31]([F:34])([F:33])[F:32])[C:25]=3[N:26]=2)=[CH:17][CH:16]=1)C(=O)OC(C)(C)C.C(O)(C(F)(F)F)=O, predict the reaction product. The product is: [CH3:1][NH:2][CH2:10][CH2:11][NH:12][C:13]([NH:14][C:15]1[CH:20]=[CH:19][C:18]([C:21]2[N:22]=[C:23]([N:35]3[CH2:40][CH2:39][O:38][CH2:37][CH2:36]3)[C:24]3[N:29]=[N:28][N:27]([CH2:30][C:31]([F:33])([F:32])[F:34])[C:25]=3[N:26]=2)=[CH:17][CH:16]=1)=[O:41]. (3) Given the reactants [C:1]([O:9][CH:10]1[CH:17]2[CH:13]([C:14](=[O:18])[NH:15][CH2:16]2)[CH2:12][CH2:11]1)(=[O:8])[C:2]1[CH:7]=[CH:6][CH:5]=[CH:4][CH:3]=1.[C:19]([O:27][CH:28]1[CH:35]2[CH:31]([NH:32][C:33](=[O:36])[CH2:34]2)[CH2:30][CH2:29]1)(=[O:26])[C:20]1[CH:25]=[CH:24][CH:23]=[CH:22][CH:21]=1.[O-]P([O-])([O-])=O.[K+].[K+].[K+].[Cl:45][C:46]1[C:53]([CH3:54])=[C:52](I)[CH:51]=[CH:50][C:47]=1[C:48]#[N:49], predict the reaction product. The product is: [C:1]([O:9][CH:10]1[CH:17]2[CH:13]([C:14](=[O:18])[N:15]([C:52]3[CH:51]=[CH:50][C:47]([C:48]#[N:49])=[C:46]([Cl:45])[C:53]=3[CH3:54])[CH2:16]2)[CH2:12][CH2:11]1)(=[O:8])[C:2]1[CH:7]=[CH:6][CH:5]=[CH:4][CH:3]=1.[C:19]([O:27][CH:28]1[CH:35]2[CH:31]([N:32]([C:52]3[CH:51]=[CH:50][C:47]([C:48]#[N:49])=[C:46]([Cl:45])[C:53]=3[CH3:54])[C:33](=[O:36])[CH2:34]2)[CH2:30][CH2:29]1)(=[O:26])[C:20]1[CH:21]=[CH:22][CH:23]=[CH:24][CH:25]=1. (4) Given the reactants [CH3:1][O:2][C:3](=[O:35])[C@@H:4]([NH:13][C:14]([C:16]1[CH:17]=[C:18]([C:27]2[CH:32]=[CH:31][C:30]([F:33])=[C:29]([Cl:34])[CH:28]=2)[CH:19]=[CH:20][C:21]=1[O:22][CH2:23][CH2:24][CH2:25][CH3:26])=[O:15])[CH2:5][C:6]1[CH:11]=[CH:10][C:9](Br)=[CH:8][CH:7]=1.[F:36][C:37]([F:48])([F:47])[C:38]1[CH:39]=[C:40](B(O)O)[CH:41]=[CH:42][CH:43]=1.C([O-])([O-])=O.[Na+].[Na+], predict the reaction product. The product is: [CH3:1][O:2][C:3](=[O:35])[C@@H:4]([NH:13][C:14]([C:16]1[CH:17]=[C:18]([C:27]2[CH:32]=[CH:31][C:30]([F:33])=[C:29]([Cl:34])[CH:28]=2)[CH:19]=[CH:20][C:21]=1[O:22][CH2:23][CH2:24][CH2:25][CH3:26])=[O:15])[CH2:5][C:6]1[CH:11]=[CH:10][C:9]([C:42]2[CH:41]=[CH:40][CH:39]=[C:38]([C:37]([F:48])([F:47])[F:36])[CH:43]=2)=[CH:8][CH:7]=1.[CH2:23]([O:22][C:21]1[CH:20]=[CH:19][C:18]([C:27]2[CH:32]=[CH:31][C:30]([F:33])=[C:29]([Cl:34])[CH:28]=2)=[CH:17][C:16]=1[C:14]([NH:13][C@@H:4]([CH2:5][C:6]1[CH:11]=[CH:10][C:9]([C:42]2[CH:41]=[CH:40][CH:39]=[C:38]([C:37]([F:48])([F:47])[F:36])[CH:43]=2)=[CH:8][CH:7]=1)[C:3]([OH:2])=[O:35])=[O:15])[CH2:24][CH2:25][CH3:26]. (5) Given the reactants [CH3:1][O:2][C:3]1[CH:8]=[CH:7][C:6]([CH2:9][N:10]2[C:14]([NH2:15])=[CH:13][CH:12]=[N:11]2)=[CH:5][CH:4]=1.[CH:16]1([C:19](=O)[CH2:20][C:21](=O)[C:22]([O:24][CH2:25][CH3:26])=[O:23])[CH2:18][CH2:17]1.C1C=CC=CC=1, predict the reaction product. The product is: [CH:16]1([C:19]2[CH:20]=[C:21]([C:22]([O:24][CH2:25][CH3:26])=[O:23])[C:13]3[CH:12]=[N:11][N:10]([CH2:9][C:6]4[CH:5]=[CH:4][C:3]([O:2][CH3:1])=[CH:8][CH:7]=4)[C:14]=3[N:15]=2)[CH2:17][CH2:18]1. (6) Given the reactants [Br:1][C:2]1[CH:3]=[N:4][N:5]2[C:10](Cl)=[CH:9][C:8]([Cl:12])=[N:7][C:6]=12.[O:13]1[CH2:18][CH2:17][CH:16]([CH2:19][NH2:20])[CH2:15][CH2:14]1.CCN(C(C)C)C(C)C, predict the reaction product. The product is: [Br:1][C:2]1[CH:3]=[N:4][N:5]2[C:10]([NH:20][CH2:19][CH:16]3[CH2:17][CH2:18][O:13][CH2:14][CH2:15]3)=[CH:9][C:8]([Cl:12])=[N:7][C:6]=12. (7) Given the reactants [CH:1]1[C:13]2[CH:12]([CH2:14][O:15][C:16](ON3C(=O)CCC3=O)=[O:17])[C:11]3[C:6](=[CH:7][CH:8]=[CH:9][CH:10]=3)[C:5]=2[CH:4]=[CH:3][CH:2]=1.[NH2:26][CH2:27][C@H:28]1[CH2:33][CH2:32][C@H:31]([C:34]([OH:36])=[O:35])[CH2:30][CH2:29]1.Cl, predict the reaction product. The product is: [CH:1]1[C:13]2[CH:12]([CH2:14][O:15][C:16]([NH:26][CH2:27][C@H:28]3[CH2:29][CH2:30][C@H:31]([C:34]([OH:36])=[O:35])[CH2:32][CH2:33]3)=[O:17])[C:11]3[C:6](=[CH:7][CH:8]=[CH:9][CH:10]=3)[C:5]=2[CH:4]=[CH:3][CH:2]=1.